Task: Predict the reaction yield, written as a fraction of the theoretical maximum amount of product (1.0 means a 100% yield; for example, 0.34 means a 34% yield).. Dataset: Reaction yield outcomes from USPTO patents with 853,638 reactions The reactants are [Br:1]Br.[N+:3]([C:6]1[CH:11]=[CH:10][C:9]([NH2:12])=[C:8]([C:13]([F:16])([F:15])[F:14])[CH:7]=1)([O-:5])=[O:4].O. The catalyst is C(O)(=O)C. The product is [Br:1][C:10]1[CH:11]=[C:6]([N+:3]([O-:5])=[O:4])[CH:7]=[C:8]([C:13]([F:14])([F:15])[F:16])[C:9]=1[NH2:12]. The yield is 0.910.